From a dataset of Forward reaction prediction with 1.9M reactions from USPTO patents (1976-2016). Predict the product of the given reaction. (1) Given the reactants [CH2:1]([C:3]1[CH:8]=[CH:7][C:6]([CH:9]2[CH2:14][NH:13][CH2:12][CH:11]([C:15]([NH:17][C:18]3[CH:23]=[CH:22][CH:21]=[CH:20][CH:19]=3)=[O:16])[CH2:10]2)=[CH:5][CH:4]=1)[CH3:2].[C:24]([N:28]=[C:29]=[O:30])([CH3:27])([CH3:26])[CH3:25], predict the reaction product. The product is: [C:24]([NH:28][C:29]([N:13]1[CH2:14][CH:9]([C:6]2[CH:5]=[CH:4][C:3]([CH2:1][CH3:2])=[CH:8][CH:7]=2)[CH2:10][CH:11]([C:15]([NH:17][C:18]2[CH:19]=[CH:20][CH:21]=[CH:22][CH:23]=2)=[O:16])[CH2:12]1)=[O:30])([CH3:27])([CH3:26])[CH3:25]. (2) Given the reactants [Cl:1][C:2]1[CH:3]=[CH:4][C:5]([C:11]2[C:12]3[N:21]=[C:20]([N:22]4[CH2:27][CH2:26][O:25][CH2:24][CH2:23]4)[S:19][C:13]=3[C:14](=[O:18])[NH:15][CH2:16][CH:17]=2)=[C:6]([CH:10]=1)[C:7]([OH:9])=[O:8].C(=O)(O)[O-].[Na+].[I-:33].[K+].II, predict the reaction product. The product is: [Cl:1][C:2]1[CH:3]=[CH:4][C:5]2[C:11]3([O:8][C:7](=[O:9])[C:6]=2[CH:10]=1)[CH:17]([I:33])[CH2:16][NH:15][C:14](=[O:18])[C:13]1[S:19][C:20]([N:22]2[CH2:27][CH2:26][O:25][CH2:24][CH2:23]2)=[N:21][C:12]3=1. (3) Given the reactants [NH2:1][C:2]1[CH:9]=[CH:8][C:7](Br)=[CH:6][C:3]=1[C:4]#[N:5].[CH2:11](B(O)O)[CH2:12][CH3:13].CC(OC1C=CC=C(OC(C)C)C=1C1C(P(C2CCCCC2)C2CCCCC2)=CC=CC=1)C.C([O-])([O-])=O.[K+].[K+], predict the reaction product. The product is: [NH2:1][C:2]1[CH:9]=[CH:8][C:7]([CH2:11][CH2:12][CH3:13])=[CH:6][C:3]=1[C:4]#[N:5]. (4) Given the reactants [Cl:1][C:2]1[C:10]2[NH:9][CH2:8][C@@H:7]3[CH2:11][N:12]([C:15]([O:17][C:18]([CH3:21])([CH3:20])[CH3:19])=[O:16])[CH2:13][CH2:14][C:5]([C:6]=23)=[CH:4][CH:3]=1.C(N(CC)CC)C.C(#N)C.[S:32](Cl)([CH3:35])(=[O:34])=[O:33], predict the reaction product. The product is: [Cl:1][C:2]1[C:10]2[N:9]([S:32]([CH3:35])(=[O:34])=[O:33])[CH2:8][C@@H:7]3[CH2:11][N:12]([C:15]([O:17][C:18]([CH3:21])([CH3:20])[CH3:19])=[O:16])[CH2:13][CH2:14][C:5]([C:6]=23)=[CH:4][CH:3]=1. (5) Given the reactants [O:1]=[C:2]([C:9]1[S:10][C:11]2[CH2:17][CH2:16][CH2:15][CH2:14][C:12]=2[N:13]=1)[CH2:3][C:4]([O:6][CH2:7][CH3:8])=[O:5].CO[CH:20](OC)[N:21]([CH3:23])[CH3:22], predict the reaction product. The product is: [CH3:20][N:21]([CH3:23])/[CH:22]=[C:3](/[C:2]([C:9]1[S:10][C:11]2[CH2:17][CH2:16][CH2:15][CH2:14][C:12]=2[N:13]=1)=[O:1])\[C:4]([O:6][CH2:7][CH3:8])=[O:5]. (6) Given the reactants C[O:2][C:3]1[CH:8]=[CH:7][C:6]([P:9](=[O:25])([C:17]2[CH:22]=[CH:21][C:20]([O:23]C)=[CH:19][CH:18]=2)[C:10]2[CH:15]=[CH:14][C:13]([CH3:16])=[CH:12][CH:11]=2)=[CH:5][CH:4]=1.Br.[Br-].[K+].S([O-])([O-])=O.[Na+].[Na+].CBr, predict the reaction product. The product is: [OH:2][C:3]1[CH:4]=[CH:5][C:6]([P:9](=[O:25])([C:17]2[CH:22]=[CH:21][C:20]([OH:23])=[CH:19][CH:18]=2)[C:10]2[CH:15]=[CH:14][C:13]([CH3:16])=[CH:12][CH:11]=2)=[CH:7][CH:8]=1. (7) Given the reactants [CH2:1]([O:3][Si:4]([C:11]1[CH2:14][CH2:13][C:12]=1[Si:15]([O:22][CH2:23][CH3:24])([O:19][CH2:20][CH3:21])[O:16][CH2:17][CH3:18])([O:8][CH2:9][CH3:10])[O:5][CH2:6][CH3:7])[CH3:2], predict the reaction product. The product is: [CH2:17]([O:16][Si:15]([O:22][CH2:23][CH3:24])([O:19][CH2:20][CH3:21])[CH:12]1[CH2:13][CH2:14][CH:11]1[Si:4]([O:5][CH2:6][CH3:7])([O:3][CH2:1][CH3:2])[O:8][CH2:9][CH3:10])[CH3:18].